This data is from Reaction yield outcomes from USPTO patents with 853,638 reactions. The task is: Predict the reaction yield, written as a fraction of the theoretical maximum amount of product (1.0 means a 100% yield; for example, 0.34 means a 34% yield). (1) The reactants are [CH2:1]([O:3][C:4](=[O:20])[CH:5]([C:11]1[CH:16]=[N:15][C:14]([N+:17]([O-])=O)=[CH:13][N:12]=1)[C:6]([O:8][CH2:9][CH3:10])=[O:7])[CH3:2].C([O-])=O.[NH4+]. The catalyst is C(O)C.[Pd]. The product is [CH2:1]([O:3][C:4](=[O:20])[CH:5]([C:11]1[CH:16]=[N:15][C:14]([NH2:17])=[CH:13][N:12]=1)[C:6]([O:8][CH2:9][CH3:10])=[O:7])[CH3:2]. The yield is 0.370. (2) The reactants are [CH2:1]([C:9]1[CH:15]=[CH:14][C:12]([NH2:13])=[CH:11][CH:10]=1)[CH2:2][CH2:3][CH2:4][CH2:5][CH2:6][CH2:7][CH3:8].Br[CH2:17][C:18]#[N:19].C([O-])([O-])=O.[K+].[K+]. The catalyst is CC#N. The product is [CH2:1]([C:9]1[CH:10]=[CH:11][C:12]([NH:13][CH2:17][C:18]#[N:19])=[CH:14][CH:15]=1)[CH2:2][CH2:3][CH2:4][CH2:5][CH2:6][CH2:7][CH3:8]. The yield is 0.740. (3) The reactants are [H-].[Na+].[C:3](#[N:7])[CH2:4][C:5]#[N:6].I[C:9]1[CH:14]=[C:13]([CH3:15])[C:12]([C:16]2[C:21]([CH3:22])=[CH:20][N:19]=[CH:18][C:17]=2[CH3:23])=[C:11]([CH3:24])[CH:10]=1.Cl. The catalyst is COCCOC. The product is [CH3:22][C:21]1[CH:20]=[N:19][CH:18]=[C:17]([CH3:23])[C:16]=1[C:12]1[C:11]([CH3:24])=[CH:10][C:9]([CH:4]([C:3]#[N:7])[C:5]#[N:6])=[CH:14][C:13]=1[CH3:15]. The yield is 0.955. (4) The yield is 0.580. The product is [O:1]=[C:2]1[CH2:3][CH2:4][CH:5]([O:8][S:9]([C:12]2[CH:13]=[CH:14][C:15]([CH3:18])=[CH:16][CH:17]=2)(=[O:11])=[O:10])[CH2:6][CH2:7]1. The catalyst is CC(O)=O.CCOCC. The reactants are [OH:1][CH:2]1[CH2:7][CH2:6][CH:5]([O:8][S:9]([C:12]2[CH:17]=[CH:16][C:15]([CH3:18])=[CH:14][CH:13]=2)(=[O:11])=[O:10])[CH2:4][CH2:3]1.C(Cl)(Cl)Cl.C1C=C[NH+]=CC=1.[O-][Cr](Cl)(=O)=O. (5) The reactants are [H-].[Na+].[C:3]1([OH:9])[CH:8]=[CH:7][CH:6]=[CH:5][CH:4]=1.[Br:10][C:11]1[CH:12]=[N:13][CH:14]=[C:15](Br)[CH:16]=1.[OH-].[Na+]. The catalyst is CN(C=O)C.O. The product is [Br:10][C:11]1[CH:12]=[N:13][CH:14]=[C:15]([O:9][C:3]2[CH:8]=[CH:7][CH:6]=[CH:5][CH:4]=2)[CH:16]=1. The yield is 0.680. (6) The reactants are [C:1]([OH:8])(=[O:7])[CH2:2][CH2:3][C:4]([OH:6])=[O:5].O[CH2:10][CH:11]1[CH2:16][CH:15]2[CH2:17][CH:12]1[CH2:13][CH2:14]2. The catalyst is C1(C)C=CC(S(O)(=O)=O)=CC=1.C1(C)C=CC=CC=1. The product is [C:1]([O:8][CH2:10][CH:11]1[CH2:16][CH:15]2[CH2:17][CH:12]1[CH2:13][CH2:14]2)(=[O:7])[CH2:2][CH2:3][C:4]([O:6][CH2:10][CH:11]1[CH2:16][CH:15]2[CH2:17][CH:12]1[CH2:13][CH2:14]2)=[O:5]. The yield is 0.882.